From a dataset of Peptide-MHC class I binding affinity with 185,985 pairs from IEDB/IMGT. Regression. Given a peptide amino acid sequence and an MHC pseudo amino acid sequence, predict their binding affinity value. This is MHC class I binding data. (1) The peptide sequence is VLTLLLLLV. The MHC is HLA-A02:02 with pseudo-sequence HLA-A02:02. The binding affinity (normalized) is 0.421. (2) The peptide sequence is YSDNEMLTH. The MHC is HLA-B51:01 with pseudo-sequence HLA-B51:01. The binding affinity (normalized) is 0.0847. (3) The peptide sequence is WKGANPVTV. The MHC is H-2-Db with pseudo-sequence H-2-Db. The binding affinity (normalized) is 0.0963. (4) The peptide sequence is DMKKKMEDSV. The MHC is HLA-A68:02 with pseudo-sequence HLA-A68:02. The binding affinity (normalized) is 0.160.